This data is from Full USPTO retrosynthesis dataset with 1.9M reactions from patents (1976-2016). The task is: Predict the reactants needed to synthesize the given product. The reactants are: [Cl:1][C:2]1[C:3](=O)[O:4][C:5](=[O:8])[C:6]=1[CH3:7].[Br:10][C:11]1[C:12]([C:18]([F:21])([F:20])[F:19])=[CH:13][C:14]([NH2:17])=[N:15][CH:16]=1. Given the product [Br:10][C:11]1[C:12]([C:18]([F:21])([F:19])[F:20])=[CH:13][C:14]([N:17]2[C:5](=[O:8])[C:6]([CH3:7])=[C:2]([Cl:1])[C:3]2=[O:4])=[N:15][CH:16]=1, predict the reactants needed to synthesize it.